Predict the reactants needed to synthesize the given product. From a dataset of Full USPTO retrosynthesis dataset with 1.9M reactions from patents (1976-2016). (1) Given the product [C:10]([C:5]1[C:6]([C:8]#[N:9])=[CH:7][C:2]2[N:1]([CH2:25][CH2:26][CH3:27])[C:18]([C:17]3[CH:20]=[CH:21][C:14]([I:13])=[CH:15][CH:16]=3)=[N:12][C:3]=2[CH:4]=1)#[N:11], predict the reactants needed to synthesize it. The reactants are: [NH2:1][C:2]1[CH:7]=[C:6]([C:8]#[N:9])[C:5]([C:10]#[N:11])=[CH:4][C:3]=1[NH2:12].[I:13][C:14]1[CH:21]=[CH:20][C:17]([CH:18]=O)=[CH:16][CH:15]=1.O=O.I[CH2:25][CH2:26][CH3:27].C1CCN2C(=NCCC2)CC1. (2) The reactants are: [CH3:1][P:2]([CH3:5])(=[O:4])[OH:3].[OH-].[CH2:7]([N+:11]([CH2:20][CH2:21][CH2:22][CH3:23])([CH2:16][CH2:17][CH2:18][CH3:19])[CH2:12][CH2:13][CH2:14][CH3:15])[CH2:8][CH2:9][CH3:10]. Given the product [CH3:1][P:2]([CH3:5])(=[O:3])[O-:4].[CH2:20]([N+:11]([CH2:7][CH2:8][CH2:9][CH3:10])([CH2:12][CH2:13][CH2:14][CH3:15])[CH2:16][CH2:17][CH2:18][CH3:19])[CH2:21][CH2:22][CH3:23], predict the reactants needed to synthesize it. (3) Given the product [Cl:1][C:2]1[C:3]([CH2:28][O:29][C:30](=[O:36])[CH2:31][CH2:32][C:33]([OH:35])=[O:34])=[CH:4][C:5]([CH2:8][N:9]2[C:13]([CH3:14])=[C:12]([C:15]3[CH:20]=[CH:19][C:18]([C:21]#[N:22])=[CH:17][CH:16]=3)[C:11]([C:23]#[N:24])=[C:10]2[CH:25]2[CH2:27][CH2:26]2)=[CH:6][N:7]=1, predict the reactants needed to synthesize it. The reactants are: [Cl:1][C:2]1[N:7]=[CH:6][C:5]([CH2:8][N:9]2[C:13]([CH3:14])=[C:12]([C:15]3[CH:20]=[CH:19][C:18]([C:21]#[N:22])=[CH:17][CH:16]=3)[C:11]([C:23]#[N:24])=[C:10]2[CH:25]2[CH2:27][CH2:26]2)=[CH:4][C:3]=1[CH2:28][OH:29].[C:30]1(=[O:36])[O:35][C:33](=[O:34])[CH2:32][CH2:31]1.C(O)(=O)CC(CC(O)=O)(C(O)=O)O. (4) Given the product [Br:1][C:2]1[CH:7]=[C:6]([Cl:8])[CH:5]=[CH:4][C:3]=1[C:25]1[CH:34]=[CH:33][CH:32]=[C:31]2[C:26]=1[CH:27]=[CH:28][C:29]([S:35]([NH:38][C:39]1[S:43][N:42]=[CH:41][N:40]=1)(=[O:37])=[O:36])=[CH:30]2, predict the reactants needed to synthesize it. The reactants are: [Br:1][C:2]1[CH:7]=[C:6]([Cl:8])[CH:5]=[CH:4][C:3]=1B1OC(C)(C)C(C)(C)O1.C(=O)([O-])[O-].[K+].[K+].Br[C:25]1[CH:34]=[CH:33][CH:32]=[C:31]2[C:26]=1[CH:27]=[CH:28][C:29]([S:35]([N:38](CC1C=CC(OC)=CC=1OC)[C:39]1[S:43][N:42]=[CH:41][N:40]=1)(=[O:37])=[O:36])=[CH:30]2. (5) Given the product [O:17]1[C:16]2([CH2:21][CH2:22][CH:13]([O:12][C:10]3[N:9]=[C:8]([C:23]([F:25])([F:26])[F:24])[N:7]=[C:6]([CH2:5][CH2:4][OH:3])[CH:11]=3)[CH2:14][CH2:15]2)[O:20][CH2:19][CH2:18]1, predict the reactants needed to synthesize it. The reactants are: C([O:3][C:4](=O)[CH2:5][C:6]1[CH:11]=[C:10]([O:12][CH:13]2[CH2:22][CH2:21][C:16]3([O:20][CH2:19][CH2:18][O:17]3)[CH2:15][CH2:14]2)[N:9]=[C:8]([C:23]([F:26])([F:25])[F:24])[N:7]=1)C.[BH4-].[Na+].CO. (6) Given the product [Cl:1][C:2]1[N:3]([C:19]2[CH:18]=[CH:17][CH:16]=[C:15]([CH2:14][OH:13])[CH:20]=2)[C:4]2[C:9]([C:10]=1[CH:11]=[O:12])=[CH:8][CH:7]=[CH:6][CH:5]=2, predict the reactants needed to synthesize it. The reactants are: [Cl:1][C:2]1[NH:3][C:4]2[C:9]([C:10]=1[CH:11]=[O:12])=[CH:8][CH:7]=[CH:6][CH:5]=2.[OH:13][CH2:14][C:15]1[CH:16]=[C:17](B(O)O)[CH:18]=[CH:19][CH:20]=1. (7) Given the product [CH3:75][N:72]1[C:73]([CH3:74])=[C:69]([CH2:68][NH:67][C:27]([C:12]2[CH:13]=[C:14]([C:16]3[CH:17]=[CH:18][C:19]([O:22][CH2:23][CH2:24][O:25][CH3:26])=[CH:20][CH:21]=3)[CH:15]=[C:10]([N:9]([C@H:6]3[CH2:7][CH2:8][C@H:3]([N:2]([CH3:34])[CH3:1])[CH2:4][CH2:5]3)[CH2:31][CH2:32][CH3:33])[C:11]=2[CH3:30])=[O:28])[C:70](=[O:76])[NH:71]1, predict the reactants needed to synthesize it. The reactants are: [CH3:1][N:2]([CH3:34])[C@H:3]1[CH2:8][CH2:7][C@H:6]([N:9]([CH2:31][CH2:32][CH3:33])[C:10]2[C:11]([CH3:30])=[C:12]([C:27](O)=[O:28])[CH:13]=[C:14]([C:16]3[CH:21]=[CH:20][C:19]([O:22][CH2:23][CH2:24][O:25][CH3:26])=[CH:18][CH:17]=3)[CH:15]=2)[CH2:5][CH2:4]1.CN(C(ON1N=NC2C=CC=CC1=2)=[N+](C)C)C.[B-](F)(F)(F)F.CCN(C(C)C)C(C)C.Cl.[NH2:67][CH2:68][C:69]1[C:70](=[O:76])[NH:71][N:72]([CH3:75])[C:73]=1[CH3:74]. (8) Given the product [NH2:36][C@@H:26]([C:3]1[CH:4]=[CH:5][C:6]([O:8][CH2:9][CH2:10][CH2:11][CH:12]2[CH2:17][CH2:16][N:15]([C:18]3[O:22][N:21]=[C:20]([CH:23]([CH3:24])[CH3:25])[N:19]=3)[CH2:14][CH2:13]2)=[CH:7][C:2]=1[F:1])[C:27]([N:29]1[CH2:33][CH2:32][CH2:31][C@H:30]1[C:34]#[N:35])=[O:28], predict the reactants needed to synthesize it. The reactants are: [F:1][C:2]1[CH:7]=[C:6]([O:8][CH2:9][CH2:10][CH2:11][CH:12]2[CH2:17][CH2:16][N:15]([C:18]3[O:22][N:21]=[C:20]([CH:23]([CH3:25])[CH3:24])[N:19]=3)[CH2:14][CH2:13]2)[CH:5]=[CH:4][C:3]=1[CH:26]([NH:36]C1C=CC(OC)=CC=1)[C:27]([N:29]1[CH2:33][CH2:32][CH2:31][C@H:30]1[C:34]#[N:35])=[O:28].[O-]S([O-])(=S)=O.[Na+].[Na+]. (9) Given the product [CH2:28]([N:9]1[C:10]2[C:15](=[CH:14][C:13]([C:16]([OH:18])=[O:17])=[CH:12][CH:11]=2)[C:7]([CH:1]2[CH2:2][CH2:3][CH2:4][CH2:5][CH2:6]2)=[C:8]1[C:20]1[CH:21]=[CH:22][CH:23]=[CH:24][CH:25]=1)[C:29]1[CH:34]=[CH:33][CH:32]=[CH:31][CH:30]=1, predict the reactants needed to synthesize it. The reactants are: [CH:1]1([C:7]2[C:15]3[C:10](=[CH:11][CH:12]=[C:13]([C:16]([O:18]C)=[O:17])[CH:14]=3)[NH:9][C:8]=2[C:20]2[CH:25]=[CH:24][CH:23]=[CH:22][CH:21]=2)[CH2:6][CH2:5][CH2:4][CH2:3][CH2:2]1.[H-].[Na+].[CH2:28](Br)[C:29]1[CH:34]=[CH:33][CH:32]=[CH:31][CH:30]=1.B(Br)(Br)Br. (10) Given the product [CH3:3][O:4][C:5](=[O:6])[CH:7]=[CH:35][C:26]1[CH:27]=[CH:28][C:29]2[C:34](=[CH:33][CH:32]=[CH:31][CH:30]=2)[N:25]=1, predict the reactants needed to synthesize it. The reactants are: [Cl-].[Li+].[CH3:3][O:4][C:5]([CH2:7]P(OC)(OC)=O)=[O:6].C1CCN2C(=NCCC2)CC1.[N:25]1[C:34]2[C:29](=[CH:30][CH:31]=[CH:32][CH:33]=2)[CH:28]=[CH:27][C:26]=1[CH:35]=O.[K+].[Br-].